This data is from Full USPTO retrosynthesis dataset with 1.9M reactions from patents (1976-2016). The task is: Predict the reactants needed to synthesize the given product. (1) Given the product [F:40][C:12]1[CH:11]=[C:10]([CH:15]=[CH:14][C:13]=1[O:16][CH:17]([C:24]1[CH:25]=[N:26][C:27]([C:30]2[CH:31]=[CH:32][C:33]([C:36]([F:39])([F:37])[F:38])=[CH:34][CH:35]=2)=[CH:28][CH:29]=1)[CH2:18][CH2:19][CH2:20][CH2:21][CH2:22][CH3:23])[C:9]([NH:8][CH2:7][CH2:6][C:5]([OH:42])=[O:4])=[O:41], predict the reactants needed to synthesize it. The reactants are: [OH-].[Na+].C[O:4][C:5](=[O:42])[CH2:6][CH2:7][NH:8][C:9](=[O:41])[C:10]1[CH:15]=[CH:14][C:13]([O:16][CH:17]([C:24]2[CH:25]=[N:26][C:27]([C:30]3[CH:35]=[CH:34][C:33]([C:36]([F:39])([F:38])[F:37])=[CH:32][CH:31]=3)=[CH:28][CH:29]=2)[CH2:18][CH2:19][CH2:20][CH2:21][CH2:22][CH3:23])=[C:12]([F:40])[CH:11]=1. (2) Given the product [NH2:32][C:29]1[N:30]=[CH:31][C:26]([C:2]2[C:10]3[N:9]4[CH2:11][CH2:12][NH:13][C:14](=[O:15])[C:8]4=[CH:7][C:6]=3[CH:5]=[C:4]([C:16]#[N:17])[CH:3]=2)=[CH:27][CH:28]=1, predict the reactants needed to synthesize it. The reactants are: Br[C:2]1[C:10]2[N:9]3[CH2:11][CH2:12][NH:13][C:14](=[O:15])[C:8]3=[CH:7][C:6]=2[CH:5]=[C:4]([C:16]#[N:17])[CH:3]=1.CC1(C)C(C)(C)OB([C:26]2[CH:27]=[CH:28][C:29]([NH2:32])=[N:30][CH:31]=2)O1.